This data is from Full USPTO retrosynthesis dataset with 1.9M reactions from patents (1976-2016). The task is: Predict the reactants needed to synthesize the given product. (1) The reactants are: C([O:8][C:9]1[CH:18]=[C:17]2[C:12]([C:13]([O:19][C:20]3[C:21]([F:30])=[C:22]4[C:26](=[CH:27][CH:28]=3)[NH:25][C:24]([CH3:29])=[CH:23]4)=[N:14][CH:15]=[N:16]2)=[CH:11][C:10]=1[O:31][CH3:32])C1C=CC=CC=1.C([O-])=O.[NH4+]. Given the product [F:30][C:21]1[C:20]([O:19][C:13]2[C:12]3[C:17](=[CH:18][C:9]([OH:8])=[C:10]([O:31][CH3:32])[CH:11]=3)[N:16]=[CH:15][N:14]=2)=[CH:28][CH:27]=[C:26]2[C:22]=1[CH:23]=[C:24]([CH3:29])[NH:25]2, predict the reactants needed to synthesize it. (2) Given the product [CH3:22][O:23][CH2:24][CH2:25][CH2:26][C:2]1[C:7]([NH2:8])=[C:6]([NH2:9])[CH:5]=[C:4]([C:12]2[CH:17]=[CH:16][CH:15]=[CH:14][C:13]=2[C:18]([F:21])([F:20])[F:19])[CH:3]=1, predict the reactants needed to synthesize it. The reactants are: I[C:2]1[CH:3]=[C:4]([C:12]2[CH:17]=[CH:16][CH:15]=[CH:14][C:13]=2[C:18]([F:21])([F:20])[F:19])[CH:5]=[C:6]([N+:9]([O-])=O)[C:7]=1[NH2:8].[CH3:22][O:23][CH2:24][C:25]#[CH:26]. (3) Given the product [NH2:25][C:4]1[CH:5]=[C:6]([C:9]2[O:13][N:12]=[C:11]([C:14]3[CH:23]=[CH:22][C:17]([C:18]([O:20][CH3:21])=[O:19])=[C:16]([F:24])[CH:15]=3)[N:10]=2)[CH:7]=[CH:8][C:3]=1[N:2]([CH3:1])[CH3:28], predict the reactants needed to synthesize it. The reactants are: [CH3:1][N:2]([CH3:28])[C:3]1[CH:8]=[CH:7][C:6]([C:9]2[O:13][N:12]=[C:11]([C:14]3[CH:23]=[CH:22][C:17]([C:18]([O:20][CH3:21])=[O:19])=[C:16]([F:24])[CH:15]=3)[N:10]=2)=[CH:5][C:4]=1[N+:25]([O-])=O. (4) Given the product [C:1]([C:5]1[CH:6]=[CH:7][C:8]([CH2:9][N:10]2[C:14](=[O:15])[N:13]([CH2:16][CH3:17])[C:12]([CH2:18][CH2:19][CH2:20][C:21]3[CH:22]=[C:23]([C:27]4[CH:32]=[CH:31][C:30]([CH2:33][C:34]([OH:36])=[O:35])=[C:29]([OH:38])[CH:28]=4)[CH:24]=[CH:25][CH:26]=3)=[N:11]2)=[CH:39][CH:40]=1)([CH3:2])([CH3:3])[CH3:4], predict the reactants needed to synthesize it. The reactants are: [C:1]([C:5]1[CH:40]=[CH:39][C:8]([CH2:9][N:10]2[C:14](=[O:15])[N:13]([CH2:16][CH3:17])[C:12]([CH2:18][CH2:19][CH2:20][C:21]3[CH:22]=[C:23]([C:27]4[CH:32]=[CH:31][C:30]([CH2:33][C:34]([O:36]C)=[O:35])=[C:29]([OH:38])[CH:28]=4)[CH:24]=[CH:25][CH:26]=3)=[N:11]2)=[CH:7][CH:6]=1)([CH3:4])([CH3:3])[CH3:2].[Li+].[OH-]. (5) Given the product [F:8][C:7]1[CH:6]=[C:5]([N+:9]([O-:11])=[O:10])[C:4]([NH:22][C@H:20]([C:17]2[CH:18]=[CH:19][C:14]([F:13])=[CH:15][CH:16]=2)[CH3:21])=[N:3][C:2]=1[F:1], predict the reactants needed to synthesize it. The reactants are: [F:1][C:2]1[C:7]([F:8])=[CH:6][C:5]([N+:9]([O-:11])=[O:10])=[C:4](F)[N:3]=1.[F:13][C:14]1[CH:19]=[CH:18][C:17]([C@@H:20]([NH2:22])[CH3:21])=[CH:16][CH:15]=1. (6) Given the product [CH2:11]([C:9]1[CH:10]=[C:6]2[N:5]=[C:4]([NH:14][C:15](=[O:26])[C:16]3[CH:17]=[CH:18][C:19]([C:22]([OH:25])([CH3:23])[CH3:24])=[CH:20][CH:21]=3)[CH:3]=[C:2]([N:27]3[CH2:32][CH2:31][O:30][CH2:29][CH2:28]3)[N:7]2[N:8]=1)[CH3:13], predict the reactants needed to synthesize it. The reactants are: Cl[C:2]1[N:7]2[N:8]=[C:9]([CH:11]3[CH2:13]C3)[CH:10]=[C:6]2[N:5]=[C:4]([NH:14][C:15](=[O:26])[C:16]2[CH:21]=[CH:20][C:19]([C:22]([OH:25])([CH3:24])[CH3:23])=[CH:18][CH:17]=2)[CH:3]=1.[NH:27]1[CH2:32][CH2:31][O:30][CH2:29][CH2:28]1. (7) Given the product [NH2:5][C@H:9]1[CH2:15][CH:14]=[CH:13][CH2:12][N:11]([CH3:16])[C:10]1=[O:17], predict the reactants needed to synthesize it. The reactants are: CC([N:5]([C@H:9]1[CH2:15][CH:14]=[CH:13][CH2:12][N:11]([CH3:16])[C:10]1=[O:17])C(=O)[O-])(C)C.Cl. (8) The reactants are: [CH3:1][N:2](CC1C2C(=CC=CC=2)C=CC=1C)[C:3](=[O:23])[C:4]1[C:9]([C:10]2[CH:15]=[CH:14][CH:13]=[CH:12][C:11]=2[CH3:16])=[CH:8][C:7]([N:17]2[CH2:22][CH2:21][O:20][CH2:19][CH2:18]2)=[N:6][CH:5]=1.[Cl:36][C:37]1[CH:44]=[CH:43][C:42]([O:45][CH3:46])=[CH:41][C:38]=1[CH2:39]Br. Given the product [Cl:36][C:37]1[CH:44]=[CH:43][C:42]([O:45][CH3:46])=[CH:41][C:38]=1[CH2:39][N:2]([CH3:1])[C:3](=[O:23])[C:4]1[C:9]([C:10]2[CH:15]=[CH:14][CH:13]=[CH:12][C:11]=2[CH3:16])=[CH:8][C:7]([N:17]2[CH2:22][CH2:21][O:20][CH2:19][CH2:18]2)=[N:6][CH:5]=1, predict the reactants needed to synthesize it. (9) Given the product [Br:1][C:2]1[CH:3]=[C:4]([C:16]([O:18][CH3:19])=[O:17])[C:5]2[C:6]([CH3:14])=[N:7][N:8]([CH:11]([CH3:12])[CH3:13])[C:9]=2[CH:10]=1, predict the reactants needed to synthesize it. The reactants are: [Br:1][C:2]1[CH:3]=[C:4]([C:16]([O:18][CH3:19])=[O:17])[C:5]2[C:6]([CH:14]=O)=[N:7][N:8]([CH:11]([CH3:13])[CH3:12])[C:9]=2[CH:10]=1.O.C1(C)C=CC(S(O)(=O)=O)=CC=1.S1(CCCC1)(=O)=O.C([BH3-])#N.[Na+].